Dataset: Full USPTO retrosynthesis dataset with 1.9M reactions from patents (1976-2016). Task: Predict the reactants needed to synthesize the given product. (1) Given the product [O:50]1[CH2:51][CH2:52][C@@H:48]([O:1][C:2]2[CH:9]=[CH:8][C:5]([C:6]#[N:7])=[CH:4][C:3]=2[C:10]([F:11])([F:12])[F:13])[CH2:49]1, predict the reactants needed to synthesize it. The reactants are: [OH:1][C:2]1[CH:9]=[CH:8][C:5]([C:6]#[N:7])=[CH:4][C:3]=1[C:10]([F:13])([F:12])[F:11].C1C=CC(P(C2C=CC=CC=2)C2C=CC=CC=2)=CC=1.CC(OC(/N=N/C(OC(C)C)=O)=O)C.O[C@@H:48]1[CH2:52][CH2:51][O:50][CH2:49]1. (2) The reactants are: [N+:1]([C:4]1[CH:5]=[C:6]([O:14][CH2:15][CH2:16][NH:17][S:18]([CH3:21])(=[O:20])=[O:19])[CH:7]=[C:8]([C:10]([F:13])([F:12])[F:11])[CH:9]=1)([O-])=O. Given the product [NH2:1][C:4]1[CH:5]=[C:6]([O:14][CH2:15][CH2:16][NH:17][S:18]([CH3:21])(=[O:19])=[O:20])[CH:7]=[C:8]([C:10]([F:13])([F:11])[F:12])[CH:9]=1, predict the reactants needed to synthesize it. (3) Given the product [Cl:33][C:28]1[CH:29]=[CH:30][CH:31]=[CH:32][C:27]=1[C@@H:25]1[CH2:26][C@H:24]1[NH:23][C:22]([C@@H:21]1[CH2:20][C@:19]2([CH2:35][OH:36])[C@@H:17]([CH2:18]2)[N:16]1[C:14](=[O:15])[CH2:13][N:6]1[C:7]2[C:12](=[CH:11][CH:10]=[CH:9][CH:8]=2)[C:4]([C:1]([NH2:2])=[O:3])=[N:5]1)=[O:34], predict the reactants needed to synthesize it. The reactants are: [C:1]([C:4]1[C:12]2[C:7](=[CH:8][CH:9]=[CH:10][CH:11]=2)[N:6]([CH2:13][C:14]([N:16]2[C@H:21]([C:22](=[O:34])[NH:23][C@@H:24]3[CH2:26][C@H:25]3[C:27]3[CH:32]=[CH:31][CH:30]=[CH:29][C:28]=3[Cl:33])[CH2:20][C@:19]3([CH2:35][O:36]C(=O)CN4C5C(=CC=CC=5)C(C(=O)N)=N4)[C@H:17]2[CH2:18]3)=[O:15])[N:5]=1)(=[O:3])[NH2:2].O[Li].O.O.